This data is from Full USPTO retrosynthesis dataset with 1.9M reactions from patents (1976-2016). The task is: Predict the reactants needed to synthesize the given product. (1) Given the product [N:10]1([C:5]2[CH:6]=[CH:7][CH:8]=[CH:9][C:4]=2[N:16]2[CH2:21][CH2:20][O:19][CH2:18][CH2:17]2)[CH2:11][CH2:12][NH:13][CH2:14][CH2:15]1, predict the reactants needed to synthesize it. The reactants are: C([C:4]1[CH:9]=[CH:8][CH:7]=[CH:6][C:5]=1[N:10]1[CH2:15][CH2:14][NH:13][CH2:12][CH2:11]1)(C)C.[N:16]1(C2C=CC=CC=2N)[CH2:21][CH2:20][O:19][CH2:18][CH2:17]1.C(C1C=CC=CC=1N)(C)C.[K+].[Br-]. (2) The reactants are: [NH2:1][C:2]1[C:3]2[N:4]([C:8]([C@H:30]3[CH2:35][N:34]([C:36]([NH:38][CH3:39])=[O:37])[C@H:33]([CH2:40]O)[CH2:32][CH2:31]3)=[N:9][C:10]=2[C:11]2[CH:16]=[CH:15][C:14]([C:17](=[O:29])[NH:18][C:19]3[CH:24]=[C:23]([C:25]([F:28])([F:27])[F:26])[CH:22]=[CH:21][N:20]=3)=[CH:13][CH:12]=2)[CH:5]=[CH:6][N:7]=1.O=S(Cl)Cl. Given the product [NH2:1][C:2]1[C:3]2[N:4]([C:8]([C@H:30]3[CH2:35][N:34]4[C:36](=[O:37])[N:38]([CH3:39])[CH2:40][C@@H:33]4[CH2:32][CH2:31]3)=[N:9][C:10]=2[C:11]2[CH:16]=[CH:15][C:14]([C:17]([NH:18][C:19]3[CH:24]=[C:23]([C:25]([F:27])([F:28])[F:26])[CH:22]=[CH:21][N:20]=3)=[O:29])=[CH:13][CH:12]=2)[CH:5]=[CH:6][N:7]=1, predict the reactants needed to synthesize it. (3) Given the product [Br:40][C:41]1[CH:46]=[CH:45][C:44]([C:47]2([N:50]3[CH2:55][CH2:54][C:53]4([CH2:67][CH2:66][C:58](=[O:59])[CH2:57][CH2:56]4)[O:52][C:51]3=[O:68])[CH2:49][CH2:48]2)=[CH:43][CH:42]=1, predict the reactants needed to synthesize it. The reactants are: BrC1C=CC(C2(NCCC3(O)CCC4(OCC(C)(C)CO4)CC3)CC2)=CC=1.ClC(Cl)(OC(=O)OC(Cl)(Cl)Cl)Cl.[Br:40][C:41]1[CH:46]=[CH:45][C:44]([C:47]2([N:50]3[CH2:55][CH2:54][C:53]4([CH2:67][CH2:66][C:58]5(OCC(C)(C)C[O:59]5)[CH2:57][CH2:56]4)[O:52][C:51]3=[O:68])[CH2:49][CH2:48]2)=[CH:43][CH:42]=1. (4) Given the product [OH:33][CH2:32][CH2:31][N:30]([CH3:29])[C:17](=[O:19])[C:16]1[CH:15]=[CH:14][C:13]([C@H:5]([C:6]2[CH:11]=[CH:10][CH:9]=[CH:8][C:7]=2[CH3:12])[CH2:4]/[C:3](=[N:2]\[OH:1])/[C:22]2[CH:27]=[CH:26][N:25]=[C:24]([CH3:28])[CH:23]=2)=[CH:21][CH:20]=1, predict the reactants needed to synthesize it. The reactants are: [OH:1]/[N:2]=[C:3](/[C:22]1[CH:27]=[CH:26][N:25]=[C:24]([CH3:28])[CH:23]=1)\[CH2:4][C@H:5]([C:13]1[CH:21]=[CH:20][C:16]([C:17]([OH:19])=O)=[CH:15][CH:14]=1)[C:6]1[CH:11]=[CH:10][CH:9]=[CH:8][C:7]=1[CH3:12].[CH3:29][NH:30][CH2:31][CH2:32][OH:33].F[P-](F)(F)(F)(F)F.N1(O[P+](N(C)C)(N(C)C)N(C)C)C2C=CC=CC=2N=N1. (5) Given the product [CH2:6]([O:8][C:9]1[C:10]([CH3:17])=[CH:11][C:12]([F:16])=[C:13]([B:18]([OH:21])[OH:19])[CH:14]=1)[CH3:7], predict the reactants needed to synthesize it. The reactants are: [Li]CCCC.[CH2:6]([O:8][C:9]1[CH:14]=[C:13](I)[C:12]([F:16])=[CH:11][C:10]=1[CH3:17])[CH3:7].[B:18](OC)([O:21]C)[O:19]C. (6) Given the product [F:20][C:21]1[CH:27]=[CH:26][CH:25]=[CH:24][C:22]=1[NH:23][C:2]1[C:3]2[N:4]([CH:17]=[CH:18][N:19]=2)[C:5]2[CH:6]=[CH:7][CH:8]=[C:9]([C:12]([O:14][CH2:15][CH3:16])=[O:13])[C:10]=2[N:11]=1, predict the reactants needed to synthesize it. The reactants are: Cl[C:2]1[C:3]2[N:4]([CH:17]=[CH:18][N:19]=2)[C:5]2[CH:6]=[CH:7][CH:8]=[C:9]([C:12]([O:14][CH2:15][CH3:16])=[O:13])[C:10]=2[N:11]=1.[F:20][C:21]1[CH:27]=[CH:26][CH:25]=[CH:24][C:22]=1[NH2:23]. (7) Given the product [Cl:1][C:2]1[CH:21]=[C:20]([Cl:22])[CH:19]=[CH:18][C:3]=1[CH2:4][N:5]1[C:9]([CH2:10][CH2:11][CH2:12][O:13][C:24]2[C:29]([CH2:30][C:31]([OH:33])=[O:32])=[CH:28][CH:27]=[CH:26][N:25]=2)=[CH:8][C:7]([O:14][CH2:15][O:16][CH3:17])=[N:6]1, predict the reactants needed to synthesize it. The reactants are: [Cl:1][C:2]1[CH:21]=[C:20]([Cl:22])[CH:19]=[CH:18][C:3]=1[CH2:4][N:5]1[C:9]([CH2:10][CH2:11][CH2:12][OH:13])=[CH:8][C:7]([O:14][CH2:15][O:16][CH3:17])=[N:6]1.O[C:24]1[C:29]([CH2:30][C:31]([O:33]C)=[O:32])=[CH:28][CH:27]=[CH:26][N:25]=1.C(P(CCCC)CCCC)CCC.N(C(N1CCCCC1)=O)=NC(N1CCCCC1)=O.O1CCCC1CO.[OH-].[Na+].Cl.